The task is: Predict the reactants needed to synthesize the given product.. This data is from Full USPTO retrosynthesis dataset with 1.9M reactions from patents (1976-2016). Given the product [CH3:23][CH:24]([CH3:40])[C:25]([NH:27][C:28]1[CH:33]=[CH:32][CH:31]=[C:30]([CH:34]2[CH2:39][CH2:38][N:37]([CH2:8][CH2:9][CH2:10][CH2:11][C:12]([C:14]3[CH:19]=[CH:18][C:17]([N+:20]([O-:22])=[O:21])=[CH:16][CH:15]=3)=[O:13])[CH2:36][CH2:35]2)[CH:29]=1)=[O:26], predict the reactants needed to synthesize it. The reactants are: C([O-])([O-])=O.[K+].[K+].Cl[CH2:8][CH2:9][CH2:10][CH2:11][C:12]([C:14]1[CH:19]=[CH:18][C:17]([N+:20]([O-:22])=[O:21])=[CH:16][CH:15]=1)=[O:13].[CH3:23][CH:24]([CH3:40])[C:25]([NH:27][C:28]1[CH:33]=[CH:32][CH:31]=[C:30]([CH:34]2[CH2:39][CH2:38][NH:37][CH2:36][CH2:35]2)[CH:29]=1)=[O:26].